Predict the reaction yield, written as a fraction of the theoretical maximum amount of product (1.0 means a 100% yield; for example, 0.34 means a 34% yield). From a dataset of Reaction yield outcomes from USPTO patents with 853,638 reactions. (1) The reactants are C([O:3][C:4]([C:6]1[S:10][C:9]([N:11]2[C:15]3[CH:16]=[C:17]([O:22][CH3:23])[C:18]([O:20][CH3:21])=[CH:19][C:14]=3[N:13]=[CH:12]2)=[N:8][C:7]=1[C:24]1[CH:29]=[CH:28][CH:27]=[CH:26][CH:25]=1)=[O:5])C.[OH-].[Na+].O. The catalyst is C1COCC1. The product is [CH3:21][O:20][C:18]1[C:17]([O:22][CH3:23])=[CH:16][C:15]2[N:11]([C:9]3[S:10][C:6]([C:4]([OH:5])=[O:3])=[C:7]([C:24]4[CH:25]=[CH:26][CH:27]=[CH:28][CH:29]=4)[N:8]=3)[CH:12]=[N:13][C:14]=2[CH:19]=1. The yield is 0.880. (2) The reactants are C(=O)(OC(Cl)(Cl)Cl)OC(Cl)(Cl)Cl.[NH2:13][C:14]1[CH:15]=[C:16]([C:20]2[CH:25]=[C:24]([N:26]3[CH2:31][CH2:30][O:29][CH2:28][CH2:27]3)[N:23]=[C:22]([C:32]3[CH:37]=[CH:36][CH:35]=[C:34]([CH2:38][OH:39])[CH:33]=3)[N:21]=2)[CH:17]=[CH:18][CH:19]=1.[N:40]1([C:46](OC(C)(C)C)=[O:47])[CH2:45][CH2:44][NH:43][CH2:42][CH2:41]1.FC(F)(F)C(O)=O. No catalyst specified. The product is [OH:39][CH2:38][C:34]1[CH:33]=[C:32]([C:22]2[N:21]=[C:20]([C:16]3[CH:17]=[CH:18][CH:19]=[C:14]([NH:13][C:46]([N:40]4[CH2:45][CH2:44][NH:43][CH2:42][CH2:41]4)=[O:47])[CH:15]=3)[CH:25]=[C:24]([N:26]3[CH2:27][CH2:28][O:29][CH2:30][CH2:31]3)[N:23]=2)[CH:37]=[CH:36][CH:35]=1. The yield is 0.330. (3) The reactants are [F:1][C:2]1[CH:3]=[C:4]([NH:9][C:10]2[C:15]([C:16]([NH:18][C@H:19]3[CH2:23][CH2:22][N:21]([C:24]([O:26][C:27]([CH3:30])([CH3:29])[CH3:28])=[O:25])[CH2:20]3)=[O:17])=[CH:14][C:13]([F:31])=[CH:12][N:11]=2)[CH:5]=[CH:6][C:7]=1[F:8].[C:32](N1C=CN=C1)(N1C=CN=C1)=[O:33].[H-].[Na+].O. The catalyst is CN1C(=O)CCC1. The product is [F:1][C:2]1[CH:3]=[C:4]([N:9]2[C:10]3[N:11]=[CH:12][C:13]([F:31])=[CH:14][C:15]=3[C:16](=[O:17])[N:18]([C@H:19]3[CH2:23][CH2:22][N:21]([C:24]([O:26][C:27]([CH3:28])([CH3:30])[CH3:29])=[O:25])[CH2:20]3)[C:32]2=[O:33])[CH:5]=[CH:6][C:7]=1[F:8]. The yield is 0.850.